Dataset: Forward reaction prediction with 1.9M reactions from USPTO patents (1976-2016). Task: Predict the product of the given reaction. (1) Given the reactants [Br:1][C:2]1[C:11]2[C:6](=[CH:7][C:8]([CH2:12]O)=[CH:9][CH:10]=2)[C:5](=[O:14])[N:4]([CH:15]([CH3:17])[CH3:16])[N:3]=1.C[Si]([Br:22])(C)C.[Li+].[Br-], predict the reaction product. The product is: [Br:1][C:2]1[C:11]2[C:6](=[CH:7][C:8]([CH2:12][Br:22])=[CH:9][CH:10]=2)[C:5](=[O:14])[N:4]([CH:15]([CH3:17])[CH3:16])[N:3]=1. (2) The product is: [Cl:8][C:7]1[C:2]2[N:1]=[CH:15][N:14]([CH3:16])[C:3]=2[C:4]([C:9]([O:11][CH2:12][CH3:13])=[O:10])=[CH:5][N:6]=1. Given the reactants [NH2:1][C:2]1[C:3]([NH:14][CH3:15])=[C:4]([C:9]([O:11][CH2:12][CH3:13])=[O:10])[CH:5]=[N:6][C:7]=1[Cl:8].[CH2:16](OC(OCC)OCC)C, predict the reaction product. (3) Given the reactants [CH:1]1([C:4]2[N:9]=[C:8]([C:10]([NH:12][C:13]3[CH:17]=[N:16][N:15]([CH3:18])[C:14]=3[C:19]([OH:21])=O)=[O:11])[C:7]([NH:22][C:23]3[CH:24]=[N:25][CH:26]=[N:27][CH:28]=3)=[N:6][CH:5]=2)[CH2:3][CH2:2]1.Cl.[CH3:30][NH:31][O:32][CH3:33], predict the reaction product. The product is: [CH3:33][O:32][N:31]([CH3:30])[C:19]([C:14]1[N:15]([CH3:18])[N:16]=[CH:17][C:13]=1[NH:12][C:10]([C:8]1[C:7]([NH:22][C:23]2[CH:24]=[N:25][CH:26]=[N:27][CH:28]=2)=[N:6][CH:5]=[C:4]([CH:1]2[CH2:3][CH2:2]2)[N:9]=1)=[O:11])=[O:21]. (4) The product is: [C:1]([C:5]1[CH:10]=[CH:9][C:8]([NH:11][C:12]2[C:13]3[CH2:28][CH2:27][NH:26][CH2:25][C:14]=3[N:15]=[C:16]([CH2:18][N:19]3[CH2:20][CH2:21][O:22][CH2:23][CH2:24]3)[N:17]=2)=[CH:7][CH:6]=1)([CH3:4])([CH3:2])[CH3:3]. Given the reactants [C:1]([C:5]1[CH:10]=[CH:9][C:8]([NH:11][C:12]2[C:13]3[CH2:28][CH2:27][N:26](CC4C=CC=CC=4)[CH2:25][C:14]=3[N:15]=[C:16]([CH2:18][N:19]3[CH2:24][CH2:23][O:22][CH2:21][CH2:20]3)[N:17]=2)=[CH:7][CH:6]=1)([CH3:4])([CH3:3])[CH3:2], predict the reaction product.